Dataset: Full USPTO retrosynthesis dataset with 1.9M reactions from patents (1976-2016). Task: Predict the reactants needed to synthesize the given product. (1) The reactants are: [CH3:1][CH:2]1[CH2:6][CH2:5][C:4]2([CH2:11][CH:10]([CH3:12])[CH:9]=[C:8]([CH3:13])[CH2:7]2)[C:3]1=[O:14].[H-].[H-].[H-].[H-].[Li+].[Al+3]. Given the product [CH3:1][CH:2]1[CH2:6][CH2:5][C:4]2([CH2:11][CH:10]([CH3:12])[CH:9]=[C:8]([CH3:13])[CH2:7]2)[CH:3]1[OH:14], predict the reactants needed to synthesize it. (2) Given the product [Cl:1][C:2]1[C:7]([C:8]([NH:18][CH2:17][C:16]2[CH:19]=[CH:20][CH:21]=[C:14]([F:13])[CH:15]=2)=[O:10])=[C:6]([CH3:11])[CH:5]=[C:4]([Cl:12])[N:3]=1, predict the reactants needed to synthesize it. The reactants are: [Cl:1][C:2]1[C:7]([C:8]([OH:10])=O)=[C:6]([CH3:11])[CH:5]=[C:4]([Cl:12])[N:3]=1.[F:13][C:14]1[CH:15]=[C:16]([CH:19]=[CH:20][CH:21]=1)[CH2:17][NH2:18].CN(C(ON1N=NC2C=CC=NC1=2)=[N+](C)C)C.F[P-](F)(F)(F)(F)F.CCN(CC)CC. (3) The reactants are: [C:1]([C:5]1[CH:10]=[CH:9][C:8]([S:11]([N:14]2[C:20]3[CH:21]=[C:22]([C:25]([NH:27][NH2:28])=[O:26])[CH:23]=[CH:24][C:19]=3[NH:18][C:17]3[N:29]=[C:30]([C:33]([F:36])([F:35])[F:34])[CH:31]=[CH:32][C:16]=3[CH2:15]2)(=[O:13])=[O:12])=[CH:7][CH:6]=1)([CH3:4])([CH3:3])[CH3:2].[C:37](Cl)(Cl)=[O:38]. Given the product [C:1]([C:5]1[CH:6]=[CH:7][C:8]([S:11]([N:14]2[C:20]3[CH:21]=[C:22]([C:25]4[O:26][C:37](=[O:38])[NH:28][N:27]=4)[CH:23]=[CH:24][C:19]=3[NH:18][C:17]3[N:29]=[C:30]([C:33]([F:35])([F:36])[F:34])[CH:31]=[CH:32][C:16]=3[CH2:15]2)(=[O:13])=[O:12])=[CH:9][CH:10]=1)([CH3:4])([CH3:2])[CH3:3], predict the reactants needed to synthesize it. (4) Given the product [NH2:1][CH:2]1[CH2:7][N:6]([CH2:8][C:9]2[CH:10]=[CH:11][C:12]([O:15][CH3:16])=[CH:13][CH:14]=2)[C:5](=[O:17])[CH2:4]1, predict the reactants needed to synthesize it. The reactants are: [NH2:1][CH:2]1[CH2:7][N:6]([CH2:8][C:9]2[CH:14]=[CH:13][C:12]([O:15][CH3:16])=[CH:11][CH:10]=2)[C:5](=[O:17])[CH2:4]C1.COC1C=CC(CN2C(=O)CC(C(OC)=O)C2)=CC=1.